Dataset: Peptide-MHC class II binding affinity with 134,281 pairs from IEDB. Task: Regression. Given a peptide amino acid sequence and an MHC pseudo amino acid sequence, predict their binding affinity value. This is MHC class II binding data. (1) The peptide sequence is INERTAAAIAYGLDR. The MHC is HLA-DQA10401-DQB10402 with pseudo-sequence HLA-DQA10401-DQB10402. The binding affinity (normalized) is 0.589. (2) The peptide sequence is LVSKLYEVVPGILTE. The MHC is DRB1_0101 with pseudo-sequence DRB1_0101. The binding affinity (normalized) is 0.859. (3) The peptide sequence is HRHIQGDPCPLPHRL. The MHC is DRB1_0101 with pseudo-sequence DRB1_0101. The binding affinity (normalized) is 0.535. (4) The peptide sequence is AAATAGTCVYGAFAA. The MHC is HLA-DQA10102-DQB10602 with pseudo-sequence HLA-DQA10102-DQB10602. The binding affinity (normalized) is 0.708. (5) The peptide sequence is KQAYAATVATAPEVK. The MHC is DRB1_1302 with pseudo-sequence DRB1_1302. The binding affinity (normalized) is 0.153. (6) The peptide sequence is QEIDPLSYNYIPVNSN. The binding affinity (normalized) is 0. The MHC is DRB1_0901 with pseudo-sequence DRB1_0901. (7) The peptide sequence is TQDLELSWNLNGLQAY. The MHC is HLA-DQA10301-DQB10302 with pseudo-sequence HLA-DQA10301-DQB10302. The binding affinity (normalized) is 0.266. (8) The peptide sequence is STGGAYDTYKCIPSL. The MHC is HLA-DQA10104-DQB10503 with pseudo-sequence HLA-DQA10104-DQB10503. The binding affinity (normalized) is 0.286. (9) The peptide sequence is AFKVAATCANAAPAN. The MHC is DRB1_1001 with pseudo-sequence DRB1_1001. The binding affinity (normalized) is 0.817.